This data is from Reaction yield outcomes from USPTO patents with 853,638 reactions. The task is: Predict the reaction yield, written as a fraction of the theoretical maximum amount of product (1.0 means a 100% yield; for example, 0.34 means a 34% yield). (1) The reactants are [Br:1][C:2]1[CH:3]=[C:4]([F:14])[CH:5]=[C:6]2[C:11]=1[N:10]=[C:9]([CH2:12][OH:13])[CH:8]=[CH:7]2.CS(C)=O.S([O-])([O-])(=O)=O.[NH+]1C=CC=CC=1.[NH+]1C=CC=CC=1.O. The product is [Br:1][C:2]1[CH:3]=[C:4]([F:14])[CH:5]=[C:6]2[C:11]=1[N:10]=[C:9]([CH:12]=[O:13])[CH:8]=[CH:7]2. The yield is 0.680. The catalyst is C(Cl)Cl. (2) The reactants are [OH:1][C:2]1[C:7]([CH3:8])=[CH:6][C:5]([C:9](=[O:11])[CH3:10])=[C:4]([O:12][CH3:13])[CH:3]=1.[CH2:14]([O:16][C:17](=[O:22])[C:18](Br)([CH3:20])[CH3:19])[CH3:15].C(=O)([O-])[O-].[Cs+].[Cs+].[I-].[K+].Cl.[Cl-].[Na+].O.O. The catalyst is C(#N)C. The product is [CH2:14]([O:16][C:17](=[O:22])[C:18]([O:1][C:2]1[CH:3]=[C:4]([O:12][CH3:13])[C:5]([C:9](=[O:11])[CH3:10])=[CH:6][C:7]=1[CH3:8])([CH3:20])[CH3:19])[CH3:15]. The yield is 0.660. (3) The reactants are [CH3:1][O:2][C:3]1[CH:4]=[C:5]2[C:10](=[CH:11][C:12]=1[O:13][CH2:14][C:15]1([NH:18]C(=O)OCC3C=CC(OC)=CC=3)[CH2:17][CH2:16]1)[N:9]=[CH:8][CH:7]=[C:6]2[O:31][C:32]1[CH:41]=[CH:40][C:39]2[C:34](=[CH:35][CH:36]=[CH:37][C:38]=2[C:42](=[O:45])[NH:43][CH3:44])[CH:33]=1.C(O)(C(F)(F)F)=O.O. The catalyst is C(Cl)Cl. The product is [NH2:18][C:15]1([CH2:14][O:13][C:12]2[CH:11]=[C:10]3[C:5]([C:6]([O:31][C:32]4[CH:33]=[C:34]5[C:39](=[CH:40][CH:41]=4)[C:38]([C:42]([NH:43][CH3:44])=[O:45])=[CH:37][CH:36]=[CH:35]5)=[CH:7][CH:8]=[N:9]3)=[CH:4][C:3]=2[O:2][CH3:1])[CH2:16][CH2:17]1. The yield is 0.959. (4) The reactants are [Cl:1][C:2]1[CH:7]=[CH:6][C:5]([C:8](=O)[CH:9]([CH3:12])[C:10]#[N:11])=[CH:4][CH:3]=1.[NH2:14][NH2:15]. The catalyst is C(O)C. The product is [Cl:1][C:2]1[CH:3]=[CH:4][C:5]([C:8]2[C:9]([CH3:12])=[C:10]([NH2:11])[NH:15][N:14]=2)=[CH:6][CH:7]=1. The yield is 6.44. (5) The reactants are [N+:1]([C:4]1[CH:30]=[CH:29][C:7]([CH2:8][C:9]2([CH2:19][C:20]3[CH:25]=[CH:24][C:23]([N+:26]([O-])=O)=[CH:22][CH:21]=3)[CH2:15][O:14][C:13]3=[CH:16][S:17][CH:18]=[C:12]3[O:11][CH2:10]2)=[CH:6][CH:5]=1)([O-])=O.O.O.[Sn](Cl)Cl.C(OCC)(=O)C.C(=O)([O-])[O-].[Na+].[Na+]. The catalyst is ClCCl. The product is [NH2:1][C:4]1[CH:30]=[CH:29][C:7]([CH2:8][C:9]2([CH2:19][C:20]3[CH:25]=[CH:24][C:23]([NH2:26])=[CH:22][CH:21]=3)[CH2:15][O:14][C:13]3=[CH:16][S:17][CH:18]=[C:12]3[O:11][CH2:10]2)=[CH:6][CH:5]=1. The yield is 1.00. (6) The reactants are [N:1]1[CH:2]=[CH:3][N:4]2[C:13]=1[C:12]1[CH:11]=[CH:10][CH:9]=[CH:8][C:7]=1[N:6]=[C:5]2[NH:14][C:15](=[O:22])[C:16]1[CH:21]=[CH:20][CH:19]=[N:18][CH:17]=1.[ClH:23]. The catalyst is CO.O1CCOCC1. The product is [ClH:23].[N:1]1[CH:2]=[CH:3][N:4]2[C:13]=1[C:12]1[CH:11]=[CH:10][CH:9]=[CH:8][C:7]=1[N:6]=[C:5]2[NH:14][C:15](=[O:22])[C:16]1[CH:21]=[CH:20][CH:19]=[N:18][CH:17]=1. The yield is 0.890. (7) The reactants are [CH:1]([C:3]1([CH2:7][O:8][C@H:9]2[CH2:14][CH2:13][C@H:12]([N:15]3[C:20](=[O:21])[C:19]([CH2:22][C:23]4[CH:28]=[CH:27][C:26]([C:29]5[C:30]([C:35]#[N:36])=[CH:31][CH:32]=[CH:33][CH:34]=5)=[CH:25][CH:24]=4)=[C:18]([CH2:37][CH2:38][CH3:39])[N:17]4[N:40]=[CH:41][N:42]=[C:16]34)[CH2:11][CH2:10]2)[CH2:6][CH2:5][CH2:4]1)=[O:2].Cl([O-])=[O:44].[Na+].P([O-])(O)(O)=O.[Na+].CC(=CC)C. The catalyst is O.O1CCCC1.C(O)CCC. The product is [C:35]([C:30]1[CH:31]=[CH:32][CH:33]=[CH:34][C:29]=1[C:26]1[CH:25]=[CH:24][C:23]([CH2:22][C:19]2[C:20](=[O:21])[N:15]([C@H:12]3[CH2:13][CH2:14][C@H:9]([O:8][CH2:7][C:3]4([C:1]([OH:44])=[O:2])[CH2:6][CH2:5][CH2:4]4)[CH2:10][CH2:11]3)[C:16]3[N:17]([N:40]=[CH:41][N:42]=3)[C:18]=2[CH2:37][CH2:38][CH3:39])=[CH:28][CH:27]=1)#[N:36]. The yield is 0.650. (8) The reactants are [Br:1][C:2]1[CH:24]=[C:23]2[C:5]([CH2:6][C:7]3([C:16]42[NH:20][C:19](=S)[C:18]([CH3:22])=[N:17]4)[CH2:12][CH2:11][CH:10]([CH:13]([F:15])[F:14])[CH2:9][CH2:8]3)=[CH:4][CH:3]=1.[NH3:25]. No catalyst specified. The product is [Br:1][C:2]1[CH:24]=[C:23]2[C:5]([CH2:6][C:7]3([C:16]42[N:20]=[C:19]([NH2:25])[C:18]([CH3:22])=[N:17]4)[CH2:12][CH2:11][CH:10]([CH:13]([F:15])[F:14])[CH2:9][CH2:8]3)=[CH:4][CH:3]=1. The yield is 0.420. (9) The reactants are [CH2:1]([O:4][C:5]1[C:10](Br)=[C:9]([Cl:12])[C:8]([CH2:13][C:14]2[CH:19]=[CH:18][C:17]([O:20][CH2:21][CH3:22])=[CH:16][CH:15]=2)=[CH:7][C:6]=1[CH:23]1[C@H:28]([O:29][CH2:30][C:31]2[CH:36]=[CH:35][CH:34]=[CH:33][CH:32]=2)[C@@H:27]([O:37][CH2:38][C:39]2[CH:44]=[CH:43][CH:42]=[CH:41][CH:40]=2)[C@H:26]([O:45][CH2:46][C:47]2[CH:52]=[CH:51][CH:50]=[CH:49][CH:48]=2)[C@@H:25]([CH2:53][O:54][CH2:55][C:56]2[CH:61]=[CH:60][CH:59]=[CH:58][CH:57]=2)[O:24]1)[CH:2]=[CH2:3].C([SnH](CCCC)CCCC)CCC.CC(N=NC(C#N)(C)C)(C#N)C. The catalyst is C1(C)C=CC=CC=1. The product is [Cl:12][C:9]1[C:10]2[CH:2]([CH3:3])[CH2:1][O:4][C:5]=2[C:6]([CH:23]2[C@H:28]([O:29][CH2:30][C:31]3[CH:32]=[CH:33][CH:34]=[CH:35][CH:36]=3)[C@@H:27]([O:37][CH2:38][C:39]3[CH:40]=[CH:41][CH:42]=[CH:43][CH:44]=3)[C@H:26]([O:45][CH2:46][C:47]3[CH:52]=[CH:51][CH:50]=[CH:49][CH:48]=3)[C@@H:25]([CH2:53][O:54][CH2:55][C:56]3[CH:57]=[CH:58][CH:59]=[CH:60][CH:61]=3)[O:24]2)=[CH:7][C:8]=1[CH2:13][C:14]1[CH:15]=[CH:16][C:17]([O:20][CH2:21][CH3:22])=[CH:18][CH:19]=1. The yield is 0.340. (10) The reactants are [NH:1]1[CH2:6][CH2:5][CH:4]([NH:7][C:8](=[O:14])[O:9][C:10]([CH3:13])([CH3:12])[CH3:11])[CH2:3][CH2:2]1.[Cl:15][C:16]1[CH:21]=[CH:20][C:19](I)=[CH:18][N:17]=1. No catalyst specified. The product is [Cl:15][C:16]1[N:17]=[CH:18][C:19]([N:1]2[CH2:2][CH2:3][CH:4]([NH:7][C:8](=[O:14])[O:9][C:10]([CH3:11])([CH3:13])[CH3:12])[CH2:5][CH2:6]2)=[CH:20][CH:21]=1. The yield is 0.430.